From a dataset of Forward reaction prediction with 1.9M reactions from USPTO patents (1976-2016). Predict the product of the given reaction. (1) Given the reactants [NH2:1][C@@:2]([C:6]1[CH:15]=[CH:14][C:13]2[C:8](=[CH:9][CH:10]=[C:11]([O:27][C@H:28]3[CH2:33][CH2:32][C@H:31]([C:34]([CH3:37])([CH3:36])[CH3:35])[CH2:30][CH2:29]3)[C:12]=2[C:16]2[CH:21]=[CH:20][C:19](OC(F)(F)F)=[CH:18][CH:17]=2)[CH:7]=1)([CH3:5])[CH2:3][OH:4].C([C@H]1CC[C@H](OC2C(C3C=CC=CC=3)=C3C(=CC=2)C=C([C@]2(C)COC(=O)N2)C=C3)CC1)(C)(C)C, predict the reaction product. The product is: [NH2:1][C@@:2]([C:6]1[CH:15]=[CH:14][C:13]2[C:8](=[CH:9][CH:10]=[C:11]([O:27][C@H:28]3[CH2:29][CH2:30][C@H:31]([C:34]([CH3:37])([CH3:36])[CH3:35])[CH2:32][CH2:33]3)[C:12]=2[C:16]2[CH:17]=[CH:18][CH:19]=[CH:20][CH:21]=2)[CH:7]=1)([CH3:5])[CH2:3][OH:4]. (2) Given the reactants [CH2:1]([O:8][C:9]1[CH:10]=[C:11]2[C:15](=[CH:16][CH:17]=1)[NH:14][CH:13]=[CH:12]2)[C:2]1[CH:7]=[CH:6][CH:5]=[CH:4][CH:3]=1.[Cl:18][C:19]1[CH:26]=[C:25]([Cl:27])[CH:24]=[CH:23][C:20]=1[CH:21]=O, predict the reaction product. The product is: [CH2:1]([O:8][C:9]1[CH:10]=[C:11]2[C:15](=[CH:16][CH:17]=1)[NH:14][CH:13]=[C:12]2[CH:21]([C:12]1[C:11]2[C:15](=[CH:16][CH:17]=[C:9]([O:8][CH2:1][C:2]3[CH:3]=[CH:4][CH:5]=[CH:6][CH:7]=3)[CH:10]=2)[NH:14][CH:13]=1)[C:20]1[CH:23]=[CH:24][C:25]([Cl:27])=[CH:26][C:19]=1[Cl:18])[C:2]1[CH:3]=[CH:4][CH:5]=[CH:6][CH:7]=1. (3) The product is: [Cl:3][C:4]1[C:5]([NH:10][C:11]([N:13]2[CH2:18][CH2:17][N:16]([C:32](=[O:33])[C:31]3[CH:35]=[CH:36][N:37]=[C:29]([NH:28][CH2:27][CH2:26][C:22]4[CH:23]=[CH:24][CH:25]=[C:20]([F:19])[CH:21]=4)[CH:30]=3)[CH2:15][CH2:14]2)=[O:12])=[N:6][CH:7]=[CH:8][N:9]=1. Given the reactants Cl.Cl.[Cl:3][C:4]1[C:5]([NH:10][C:11]([N:13]2[CH2:18][CH2:17][NH:16][CH2:15][CH2:14]2)=[O:12])=[N:6][CH:7]=[CH:8][N:9]=1.[F:19][C:20]1[CH:21]=[C:22]([CH2:26][CH2:27][NH:28][C:29]2[CH:30]=[C:31]([CH:35]=[CH:36][N:37]=2)[C:32](O)=[O:33])[CH:23]=[CH:24][CH:25]=1.F[P-](F)(F)(F)(F)F.N1(OC(N(C)C)=[N+](C)C)C2N=CC=CC=2N=N1.C(N(C(C)C)CC)(C)C, predict the reaction product. (4) Given the reactants [OH:1][C:2]1[C:3]([CH3:22])=[C:4]2[C:9](=[C:10]([CH3:13])[C:11]=1[CH3:12])[O:8][C:7]([CH3:21])([C:14]([NH:16][CH2:17][CH:18]([CH3:20])[CH3:19])=[O:15])[CH2:6][CH2:5]2.[O:23]=[N+]([O-])[O-].[O-][N+](=O)[O-].[O-][N+](=O)[O-].[O-][N+](=O)[O-].[O-][N+](=O)[O-].[O-][N+](=O)[O-].[Ce+4].[NH4+].[NH4+], predict the reaction product. The product is: [OH:23][C:7]([CH3:21])([CH2:6][CH2:5][C:4]1[C:9](=[O:8])[C:10]([CH3:13])=[C:11]([CH3:12])[C:2](=[O:1])[C:3]=1[CH3:22])[C:14]([NH:16][CH2:17][CH:18]([CH3:20])[CH3:19])=[O:15]. (5) Given the reactants ClC(Cl)(O[C:5](=[O:11])[O:6][C:7](Cl)(Cl)Cl)Cl.C(N(CC)CC)C.[C:20]([O:24][C:25](=[O:46])[NH:26][C@@H:27]1[CH2:32][CH2:31][CH2:30][N:29]([C:33]2[C:38]([NH2:39])=[C:37]([NH:40][CH3:41])[N:36]=[C:35](C(OC)=O)[CH:34]=2)[CH2:28]1)([CH3:23])([CH3:22])[CH3:21].[C:47](=O)([O-])[O-:48].[Na+].[Na+], predict the reaction product. The product is: [C:20]([O:24][C:25]([NH:26][C@@H:27]1[CH2:32][CH2:31][CH2:30][N:29]([C:33]2[CH:34]=[C:35]([C:5]([O:6][CH3:7])=[O:11])[N:36]=[C:37]3[N:40]([CH3:41])[C:47](=[O:48])[NH:39][C:38]=23)[CH2:28]1)=[O:46])([CH3:21])([CH3:23])[CH3:22]. (6) Given the reactants C(OC([NH:8][C@@H:9]([CH2:43][C:44]1[CH:49]=[CH:48][CH:47]=[CH:46][CH:45]=1)[CH2:10][C@@H:11]1[O:15]C(C)(C)[N:13]([C:18]([O:20][CH2:21][C:22]2[CH:27]=[CH:26][CH:25]=[CH:24][CH:23]=2)=[O:19])[C@H:12]1[CH2:28][C:29]1[CH:34]=[CH:33][C:32]([C:35]2[CH:40]=[CH:39][CH:38]=[C:37]([O:41][CH3:42])[N:36]=2)=[CH:31][CH:30]=1)=O)(C)(C)C.Cl, predict the reaction product. The product is: [NH2:8][C@@H:9]([CH2:43][C:44]1[CH:49]=[CH:48][CH:47]=[CH:46][CH:45]=1)[CH2:10][C@H:11]([OH:15])[C@@H:12]([NH:13][C:18](=[O:19])[O:20][CH2:21][C:22]1[CH:23]=[CH:24][CH:25]=[CH:26][CH:27]=1)[CH2:28][C:29]1[CH:34]=[CH:33][C:32]([C:35]2[CH:40]=[CH:39][CH:38]=[C:37]([O:41][CH3:42])[N:36]=2)=[CH:31][CH:30]=1.